This data is from Full USPTO retrosynthesis dataset with 1.9M reactions from patents (1976-2016). The task is: Predict the reactants needed to synthesize the given product. (1) Given the product [C:1]1([C:11]2[CH:16]=[CH:15][CH:14]=[CH:13][CH:12]=2)[CH:6]=[CH:5][CH:4]=[C:3]([C:7](=[CH:26][CH:27]([CH3:29])[CH3:28])[C:8]([OH:10])=[O:9])[CH:2]=1, predict the reactants needed to synthesize it. The reactants are: [C:1]1([C:11]2[CH:16]=[CH:15][CH:14]=[CH:13][CH:12]=2)[CH:6]=[CH:5][CH:4]=[C:3]([CH2:7][C:8]([OH:10])=[O:9])[CH:2]=1.C([N-]C(C)C)(C)C.[Li+].Br[CH2:26][C:27]([CH3:29])=[CH2:28].O. (2) Given the product [F:1][C:2]1[CH:10]=[C:9]([C:11]([F:14])([F:13])[F:12])[CH:8]=[CH:7][C:3]=1[NH2:17], predict the reactants needed to synthesize it. The reactants are: [F:1][C:2]1[CH:10]=[C:9]([C:11]([F:14])([F:13])[F:12])[CH:8]=[CH:7][C:3]=1C(O)=O.C([N:17](CC)CC)C.C1(P(N=[N+]=[N-])(C2C=CC=CC=2)=O)C=CC=CC=1. (3) Given the product [F:38][C:39]1[CH:44]=[C:43]([C:10]2[N:11]=[C:2]([NH2:1])[CH:3]=[C:4]3[C:9]=2[N:8]=[CH:7][CH:6]=[CH:5]3)[CH:42]=[CH:41][CH:40]=1, predict the reactants needed to synthesize it. The reactants are: [NH2:1][C:2]1[CH:3]=[C:4]2[C:9](=[C:10](Br)[N:11]=1)[N:8]=[CH:7][CH:6]=[CH:5]2.C([O-])([O-])=O.[K+].[K+].C1(P(C2C=CC=CC=2)C2C=CC=CC=2)C=CC=CC=1.[F:38][C:39]1[CH:40]=[C:41](B(O)O)[CH:42]=[CH:43][CH:44]=1. (4) The reactants are: [BH4-].[Na+].[N+:3]([C:6]1[CH:11]=[CH:10][C:9]([CH2:12][C:13](=[O:20])[CH2:14][C:15]([O:17][CH2:18][CH3:19])=[O:16])=[CH:8][CH:7]=1)([O-:5])=[O:4].Cl. Given the product [N+:3]([C:6]1[CH:7]=[CH:8][C:9]([CH2:12][CH:13]([OH:20])[CH2:14][C:15]([O:17][CH2:18][CH3:19])=[O:16])=[CH:10][CH:11]=1)([O-:5])=[O:4], predict the reactants needed to synthesize it. (5) Given the product [N:19]1[CH:24]=[CH:23][CH:22]=[C:21]([C:5]2[CH:6]=[C:7]3[C:11](=[CH:12][CH:13]=2)[NH:10][N:9]=[C:8]3[C:14]2[NH:15][CH:16]=[CH:17][CH:18]=2)[CH:20]=1, predict the reactants needed to synthesize it. The reactants are: ClCCl.Br[C:5]1[CH:6]=[C:7]2[C:11](=[CH:12][CH:13]=1)[NH:10][N:9]=[C:8]2[C:14]1[NH:15][CH:16]=[CH:17][CH:18]=1.[N:19]1[CH:24]=[CH:23][CH:22]=[C:21](B(O)O)[CH:20]=1.C([O-])([O-])=O.[Cs+].[Cs+]. (6) Given the product [F:1][C:2]1[CH:7]=[C:6]([F:8])[CH:5]=[CH:4][C:3]=1[C:9](=[O:23])[CH2:10][C:11]1[CH:12]=[CH:13][C:14]2[N:15]([C:17]([CH:20]([CH3:22])[CH3:21])=[N:18][N:19]=2)[N:16]=1, predict the reactants needed to synthesize it. The reactants are: [F:1][C:2]1[CH:7]=[C:6]([F:8])[CH:5]=[CH:4][C:3]=1[C:9]#[C:10][C:11]1[CH:12]=[CH:13][C:14]2[N:15]([C:17]([CH:20]([CH3:22])[CH3:21])=[N:18][N:19]=2)[N:16]=1.[OH:23]S(O)(=O)=O. (7) Given the product [I:17][C:8]1[CH:7]=[C:6]([C:9]([CH3:16])([CH3:15])[CH2:10][C:11]([O:13][CH3:14])=[O:12])[CH:5]=[CH:4][C:3]=1[O:2][CH3:1], predict the reactants needed to synthesize it. The reactants are: [CH3:1][O:2][C:3]1[CH:8]=[CH:7][C:6]([C:9]([CH3:16])([CH3:15])[CH2:10][C:11]([O:13][CH3:14])=[O:12])=[CH:5][CH:4]=1.[I:17]I.